The task is: Predict which catalyst facilitates the given reaction.. This data is from Catalyst prediction with 721,799 reactions and 888 catalyst types from USPTO. (1) Reactant: [Br:1][C:2]1[CH:3]=[C:4]([CH:7]=[CH:8][C:9]=1[OH:10])[CH:5]=[O:6].[OH:11][CH2:12][CH2:13]O.C1(C)C=CC(S(O)(=O)=O)=CC=1. Product: [Br:1][C:2]1[CH:3]=[C:4]([CH:5]2[O:11][CH2:12][CH2:13][O:6]2)[CH:7]=[CH:8][C:9]=1[OH:10]. The catalyst class is: 11. (2) The catalyst class is: 25. Product: [CH3:1][C:2]1[CH:7]=[CH:6][CH:5]=[CH:4][C:3]=1[C:8]1[CH:13]=[CH:12][C:11]([C:14]2[O:16][N:21]=[C:22]([C:23]3[CH:32]=[C:31]4[C:26]([CH2:27][CH2:28][N:29]([CH2:33][CH2:34][C:35]([O:37][C:38]([CH3:41])([CH3:40])[CH3:39])=[O:36])[CH2:30]4)=[CH:25][CH:24]=3)[N:42]=2)=[CH:10][C:9]=1[C:17]([F:20])([F:18])[F:19]. Reactant: [CH3:1][C:2]1[CH:7]=[CH:6][CH:5]=[CH:4][C:3]=1[C:8]1[CH:13]=[CH:12][C:11]([C:14]([OH:16])=O)=[CH:10][C:9]=1[C:17]([F:20])([F:19])[F:18].[NH2:21][C:22](=[N:42]O)[C:23]1[CH:32]=[C:31]2[C:26]([CH2:27][CH2:28][N:29]([CH2:33][CH2:34][C:35]([O:37][C:38]([CH3:41])([CH3:40])[CH3:39])=[O:36])[CH2:30]2)=[CH:25][CH:24]=1. (3) Reactant: [OH:1][N:2]([CH3:32])[C:3]([N:5]1[CH2:10][CH2:9][CH:8]([C:11]([O:13][CH:14]([C:25]2[CH:30]=[CH:29][C:28]([Cl:31])=[CH:27][CH:26]=2)[C:15]([C:17]2[CH:22]=[CH:21][C:20]([O:23][CH3:24])=[CH:19][CH:18]=2)=O)=O)[CH2:7][CH2:6]1)=[O:4].C([O-])(=O)C.[NH4+:37].C(=O)(O)[O-].[Na+]. The catalyst class is: 15. Product: [Cl:31][C:28]1[CH:29]=[CH:30][C:25]([C:14]2[O:13][C:11]([CH:8]3[CH2:9][CH2:10][N:5]([C:3](=[O:4])[N:2]([OH:1])[CH3:32])[CH2:6][CH2:7]3)=[N:37][C:15]=2[C:17]2[CH:22]=[CH:21][C:20]([O:23][CH3:24])=[CH:19][CH:18]=2)=[CH:26][CH:27]=1. (4) Reactant: C([SiH2][O:6][C:7](C)(C)[C:8]1[CH:9]=[C:10]([C:14]2[CH:15]=[C:16]3[C:21](=[N:22][CH:23]=2)[N:20]([C:24]([NH2:26])=[O:25])[CH2:19][CH2:18][CH2:17]3)[CH:11]=[N:12][CH:13]=1)(C)(C)C.N1C=CC=CC=1.C([O-])(O)=O.[Na+].O. Product: [OH:6][CH2:7][C:8]1[CH:9]=[C:10]([C:14]2[CH:15]=[C:16]3[C:21](=[N:22][CH:23]=2)[N:20]([C:24]([NH2:26])=[O:25])[CH2:19][CH2:18][CH2:17]3)[CH:11]=[N:12][CH:13]=1. The catalyst class is: 49. (5) Reactant: Cl[C:2]([O:4][CH2:5][CH3:6])=[O:3].N1C=CC=CC=1.[N+:13]([C:16]1[CH:17]=[C:18]2[C:22](=[CH:23][CH:24]=1)[NH:21][N:20]=[C:19]2[OH:25])([O-:15])=[O:14].Cl. Product: [OH:25][C:19]1[C:18]2[C:22](=[CH:23][CH:24]=[C:16]([N+:13]([O-:15])=[O:14])[CH:17]=2)[N:21]([C:2]([O:4][CH2:5][CH3:6])=[O:3])[N:20]=1. The catalyst class is: 6.